Dataset: Full USPTO retrosynthesis dataset with 1.9M reactions from patents (1976-2016). Task: Predict the reactants needed to synthesize the given product. Given the product [CH3:28][O:27][C:21]1[CH:20]=[C:19]([C:17]2[N:14]=[C:12]([NH:11][C:1]3[C:10]4[C:5](=[CH:6][CH:7]=[CH:8][CH:9]=4)[CH:4]=[CH:3][CH:2]=3)[S:13][CH:16]=2)[CH:24]=[CH:23][C:22]=1[O:25][CH3:26], predict the reactants needed to synthesize it. The reactants are: [C:1]1([NH:11][C:12]([NH2:14])=[S:13])[C:10]2[C:5](=[CH:6][CH:7]=[CH:8][CH:9]=2)[CH:4]=[CH:3][CH:2]=1.Br[CH2:16][C:17]([C:19]1[CH:24]=[CH:23][C:22]([O:25][CH3:26])=[C:21]([O:27][CH3:28])[CH:20]=1)=O.